From a dataset of Catalyst prediction with 721,799 reactions and 888 catalyst types from USPTO. Predict which catalyst facilitates the given reaction. Reactant: [CH2:1]1[O:3][C@H:2]1[CH2:4]Cl.[CH:6]1([C:12]2[CH:17]=[CH:16][C:15]([OH:18])=[CH:14][CH:13]=2)[CH2:11][CH2:10][CH2:9][CH2:8][CH2:7]1.C(=O)([O-])[O-].[Cs+].[Cs+].O. Product: [CH:6]1([C:12]2[CH:13]=[CH:14][C:15]([O:18][CH2:4][CH:2]3[CH2:1][O:3]3)=[CH:16][CH:17]=2)[CH2:7][CH2:8][CH2:9][CH2:10][CH2:11]1. The catalyst class is: 10.